From a dataset of Full USPTO retrosynthesis dataset with 1.9M reactions from patents (1976-2016). Predict the reactants needed to synthesize the given product. Given the product [CH:11]([C:8]1[CH:9]=[CH:10][C:5]([C:16]2[CH:21]=[C:20]([O:22][CH3:23])[CH:19]=[CH:18][C:17]=2[C:24]2[O:25][CH2:26][C:27]([CH3:29])([CH3:30])[N:28]=2)=[CH:6][CH:7]=1)([CH3:13])[CH3:12], predict the reactants needed to synthesize it. The reactants are: [Mg].II.Br[C:5]1[CH:10]=[CH:9][C:8]([CH:11]([CH3:13])[CH3:12])=[CH:7][CH:6]=1.CO[C:16]1[CH:21]=[C:20]([O:22][CH3:23])[CH:19]=[CH:18][C:17]=1[C:24]1[O:25][CH2:26][C:27]([CH3:30])([CH3:29])[N:28]=1.[NH4+].[Cl-].